From a dataset of Catalyst prediction with 721,799 reactions and 888 catalyst types from USPTO. Predict which catalyst facilitates the given reaction. Reactant: [C:1]([O:5][C:6](=[O:15])[NH:7][CH:8]1[CH2:13][CH2:12][CH2:11][C:10](=[O:14])[CH2:9]1)([CH3:4])([CH3:3])[CH3:2].C[Li].[Cl-].N. Product: [C:1]([O:5][C:6](=[O:15])[NH:7][CH:8]1[CH2:13][CH2:12][CH2:11][CH:10]([OH:14])[CH2:9]1)([CH3:4])([CH3:2])[CH3:3]. The catalyst class is: 1.